Dataset: Catalyst prediction with 721,799 reactions and 888 catalyst types from USPTO. Task: Predict which catalyst facilitates the given reaction. Reactant: [C:1]([C:4]1[CH:9]=[CH:8][C:7]([S:10]([NH2:13])(=[O:12])=[O:11])=[C:6]([Cl:14])[CH:5]=1)(=[O:3])[CH3:2].[C:15](OC(=O)C)(=[O:17])[CH3:16].S(=O)(=O)(O)O. Product: [C:1]([C:4]1[CH:9]=[CH:8][C:7]([S:10]([NH:13][C:15](=[O:17])[CH3:16])(=[O:12])=[O:11])=[C:6]([Cl:14])[CH:5]=1)(=[O:3])[CH3:2]. The catalyst class is: 47.